Dataset: Catalyst prediction with 721,799 reactions and 888 catalyst types from USPTO. Task: Predict which catalyst facilitates the given reaction. (1) Reactant: [CH3:1][O:2][C:3]1[CH:8]=[CH:7][C:6](B(O)O)=[CH:5][C:4]=1[CH3:12].Br[C:14]1[CH:15]=[N:16][N:17]([CH3:19])[CH:18]=1.C(=O)([O-])[O-].[Na+].[Na+].O1CCOCC1. Product: [CH3:1][O:2][C:3]1[CH:8]=[CH:7][C:6]([C:14]2[CH:15]=[N:16][N:17]([CH3:19])[CH:18]=2)=[CH:5][C:4]=1[CH3:12]. The catalyst class is: 6. (2) Reactant: [Cl:1][C:2]1[C:3]([O:12][C:13]2[CH:18]=[CH:17][C:16]([Cl:19])=[C:15]([C:20]([F:23])([F:22])[F:21])[CH:14]=2)=[CH:4][C:5]([F:11])=[C:6]([CH:10]=1)[C:7](O)=[O:8].CCN=C=NCCCN(C)C.Cl.[CH3:36][S:37]([NH2:40])(=[O:39])=[O:38].Cl. Product: [Cl:1][C:2]1[C:3]([O:12][C:13]2[CH:18]=[CH:17][C:16]([Cl:19])=[C:15]([C:20]([F:23])([F:22])[F:21])[CH:14]=2)=[CH:4][C:5]([F:11])=[C:6]([CH:10]=1)[C:7]([NH:40][S:37]([CH3:36])(=[O:39])=[O:38])=[O:8]. The catalyst class is: 64. (3) Product: [CH2:14]([N:8]1[C:7]([CH2:18][NH:19][C:20](=[O:26])[O:21][C:22]([CH3:25])([CH3:23])[CH3:24])=[C:6]([C:27]2[CH:28]=[CH:29][CH:30]=[CH:31][CH:32]=2)[C:5]2[C:10](=[CH:11][CH:12]=[C:3]([C:2]3[NH:1][C:37](=[O:38])[O:34][N:33]=3)[CH:4]=2)[C:9]1=[O:13])[CH:15]([CH3:17])[CH3:16]. The catalyst class is: 13. Reactant: [NH2:1][C:2](=[N:33][OH:34])[C:3]1[CH:4]=[C:5]2[C:10](=[CH:11][CH:12]=1)[C:9](=[O:13])[N:8]([CH2:14][CH:15]([CH3:17])[CH3:16])[C:7]([CH2:18][NH:19][C:20](=[O:26])[O:21][C:22]([CH3:25])([CH3:24])[CH3:23])=[C:6]2[C:27]1[CH:32]=[CH:31][CH:30]=[CH:29][CH:28]=1.C(O)(=O)C[C:37](CC(O)=O)(C(O)=O)[OH:38]. (4) The catalyst class is: 29. Product: [NH2:1][CH2:4][CH:5]1[CH2:6][CH:7]([CH2:15][NH2:16])[CH2:8][CH:9]([CH2:11][NH2:12])[CH2:10]1. Reactant: [N:1]([CH2:4][CH:5]1[CH2:10][CH:9]([CH2:11][N:12]=[N+]=[N-])[CH2:8][CH:7]([CH2:15][N:16]=[N+]=[N-])[CH2:6]1)=[N+]=[N-]. (5) Reactant: [C:1]1([N:7]([C:16]2[CH:21]=[CH:20][CH:19]=[CH:18][CH:17]=2)[C:8]2[CH:15]=[CH:14][C:11]([CH:12]=[O:13])=[CH:10][CH:9]=2)[CH:6]=[CH:5][CH:4]=[CH:3][CH:2]=1.[H-].[H-].[H-].[H-].[Li+].[Al+3]. Product: [C:1]1([N:7]([C:16]2[CH:21]=[CH:20][CH:19]=[CH:18][CH:17]=2)[C:8]2[CH:15]=[CH:14][C:11]([CH2:12][OH:13])=[CH:10][CH:9]=2)[CH:6]=[CH:5][CH:4]=[CH:3][CH:2]=1. The catalyst class is: 1. (6) Reactant: CN(C=O)C.[Br:6][C:7]1[CH:12]=[CH:11][C:10]([CH2:13][OH:14])=[CH:9][CH:8]=1.C(=O)([O-])[O-].[Cs+].[Cs+].Br[CH2:22][C:23]([O:25][C:26]([CH3:29])([CH3:28])[CH3:27])=[O:24]. Product: [Br:6][C:7]1[CH:12]=[CH:11][C:10]([CH2:13][O:14][CH2:22][C:23]([O:25][C:26]([CH3:29])([CH3:28])[CH3:27])=[O:24])=[CH:9][CH:8]=1. The catalyst class is: 28.